Dataset: Forward reaction prediction with 1.9M reactions from USPTO patents (1976-2016). Task: Predict the product of the given reaction. (1) Given the reactants [CH3:1][O:2][C:3]1[CH:4]=[C:5]2[C:10](=[CH:11][C:12]=1[O:13][CH3:14])[N:9]=[CH:8][N:7]=[C:6]2[O:15][C:16]1[CH:17]=[C:18]2[C:23](=[CH:24][CH:25]=1)[C:22]([C:26]([OH:28])=O)=[CH:21][CH:20]=[CH:19]2.O[C:30]1[C:38]2[N:37]=N[NH:35][C:34]=2[CH:33]=[CH:32][CH:31]=1.C(N(CC)CC)C.C1(N)C=CC=CC=1N, predict the reaction product. The product is: [NH2:35][C:34]1[CH:33]=[CH:32][CH:31]=[CH:30][C:38]=1[NH:37][C:26]([C:22]1[C:23]2[C:24](=[CH:25][C:16]([O:15][C:6]3[C:5]4[C:10](=[CH:11][C:12]([O:13][CH3:14])=[C:3]([O:2][CH3:1])[CH:4]=4)[N:9]=[CH:8][N:7]=3)=[CH:17][CH:18]=2)[CH:19]=[CH:20][CH:21]=1)=[O:28]. (2) The product is: [CH3:50][CH2:49][CH2:48][CH2:47][C:46]([N:5]([C@H:4]([C:8]([OH:9])=[O:7])[CH:1]([CH3:3])[CH3:2])[CH2:6][C:10]1[CH:11]=[CH:12][C:13]([C:16]2[CH:21]=[CH:20][CH:19]=[CH:18][C:17]=2[C:22]2[NH:23][N:24]=[N:25][N:26]=2)=[CH:14][CH:15]=1)=[O:51]. Given the reactants [CH:1]([CH:4]1[C:8](=[O:9])[O:7][CH:6]([C:10]2[CH:15]=[CH:14][C:13]([C:16]3[CH:21]=[CH:20][CH:19]=[CH:18][C:17]=3[C:22]3[N:26](C(C4C=CC=CC=4)(C4C=CC=CC=4)C4C=CC=CC=4)[N:25]=[N:24][N:23]=3)=[CH:12][CH:11]=2)[N:5]1[C:46](=[O:51])[CH2:47][CH2:48][CH2:49][CH3:50])([CH3:3])[CH3:2].C([O-])=O.[NH4+], predict the reaction product.